Task: Predict which catalyst facilitates the given reaction.. Dataset: Catalyst prediction with 721,799 reactions and 888 catalyst types from USPTO (1) Reactant: [CH:1]1([C:7]2[CH:20]=[CH:19][C:10]([O:11][CH2:12][CH:13]3[O:17][C:16]([NH2:18])=[N:15][CH2:14]3)=[CH:9][CH:8]=2)[CH2:6][CH2:5][CH2:4][CH2:3][CH2:2]1.[C:21](OCC)(=[O:24])[CH:22]=[CH2:23].CCCCCCC. Product: [CH:1]1([C:7]2[CH:20]=[CH:19][C:10]([O:11][CH2:12][CH:13]3[O:17][C:16]4=[N:18][C:21](=[O:24])[CH2:22][CH2:23][N:15]4[CH2:14]3)=[CH:9][CH:8]=2)[CH2:2][CH2:3][CH2:4][CH2:5][CH2:6]1. The catalyst class is: 511. (2) Reactant: C[O:2][C:3](=[O:16])[CH:4]([Cl:15])[CH2:5][C:6]1[CH:11]=[C:10]([Br:12])[C:9]([OH:13])=[C:8]([Br:14])[CH:7]=1.C(=O)([O-])[O-].[K+].[K+].[Br:23][C:24]1[CH:25]=[C:26]([CH:29]=[CH:30][CH:31]=1)[CH2:27]Br. Product: [Cl:15][CH:4]([CH2:5][C:6]1[CH:11]=[C:10]([Br:12])[C:9]([O:13][CH2:27][C:26]2[CH:29]=[CH:30][CH:31]=[C:24]([Br:23])[CH:25]=2)=[C:8]([Br:14])[CH:7]=1)[C:3]([OH:2])=[O:16]. The catalyst class is: 21. (3) The catalyst class is: 42. Product: [Si:19]([O:18][CH2:17][CH2:16][CH2:15][N:10]1[N:11]=[N:12][C:8]([C:6]2[CH:7]=[C:2]([I:1])[C:3]([NH2:13])=[N:4][CH:5]=2)=[N:9]1)([C:22]([CH3:23])([CH3:24])[CH3:25])([CH3:21])[CH3:20]. Reactant: [I:1][C:2]1[C:3]([NH2:13])=[N:4][CH:5]=[C:6]([C:8]2[N:9]=[N:10][NH:11][N:12]=2)[CH:7]=1.Br[CH2:15][CH2:16][CH2:17][O:18][Si:19]([C:22]([CH3:25])([CH3:24])[CH3:23])([CH3:21])[CH3:20].C(=O)([O-])[O-].[K+].[K+]. (4) Reactant: [CH3:1][O:2][C:3](=[O:24])[C:4]1[CH:9]=[C:8]([NH:10][C:11](=O)[CH:12]([CH3:14])[CH3:13])[CH:7]=[C:6]([C:16]2[CH:21]=[CH:20][C:19]([CH3:22])=[CH:18][N:17]=2)[C:5]=1[F:23].[N-:25]=[N+:26]=[N-:27].[Na+].[Si](Cl)(Cl)(Cl)Cl. Product: [CH3:1][O:2][C:3](=[O:24])[C:4]1[CH:9]=[C:8]([N:10]2[C:11]([CH:12]([CH3:14])[CH3:13])=[N:27][N:26]=[N:25]2)[CH:7]=[C:6]([C:16]2[CH:21]=[CH:20][C:19]([CH3:22])=[CH:18][N:17]=2)[C:5]=1[F:23]. The catalyst class is: 10.